This data is from NCI-60 drug combinations with 297,098 pairs across 59 cell lines. The task is: Regression. Given two drug SMILES strings and cell line genomic features, predict the synergy score measuring deviation from expected non-interaction effect. (1) Cell line: M14. Synergy scores: CSS=5.00, Synergy_ZIP=-0.714, Synergy_Bliss=-2.88, Synergy_Loewe=-32.5, Synergy_HSA=-5.33. Drug 2: C1=NC2=C(N=C(N=C2N1C3C(C(C(O3)CO)O)F)Cl)N. Drug 1: CC(C1=C(C=CC(=C1Cl)F)Cl)OC2=C(N=CC(=C2)C3=CN(N=C3)C4CCNCC4)N. (2) Drug 1: CC1CCC2CC(C(=CC=CC=CC(CC(C(=O)C(C(C(=CC(C(=O)CC(OC(=O)C3CCCCN3C(=O)C(=O)C1(O2)O)C(C)CC4CCC(C(C4)OC)OCCO)C)C)O)OC)C)C)C)OC. Drug 2: C1CN1C2=NC(=NC(=N2)N3CC3)N4CC4. Cell line: NCI/ADR-RES. Synergy scores: CSS=49.5, Synergy_ZIP=-0.472, Synergy_Bliss=0.823, Synergy_Loewe=1.77, Synergy_HSA=2.34. (3) Drug 1: C1=CC(=CC=C1CC(C(=O)O)N)N(CCCl)CCCl.Cl. Drug 2: CC1=C(C(=CC=C1)Cl)NC(=O)C2=CN=C(S2)NC3=CC(=NC(=N3)C)N4CCN(CC4)CCO. Cell line: UACC-257. Synergy scores: CSS=-1.59, Synergy_ZIP=4.26, Synergy_Bliss=5.33, Synergy_Loewe=-1.54, Synergy_HSA=-1.19. (4) Drug 1: C1CCC(CC1)NC(=O)N(CCCl)N=O. Drug 2: COCCOC1=C(C=C2C(=C1)C(=NC=N2)NC3=CC=CC(=C3)C#C)OCCOC.Cl. Cell line: HOP-92. Synergy scores: CSS=18.5, Synergy_ZIP=-8.63, Synergy_Bliss=-1.54, Synergy_Loewe=-0.285, Synergy_HSA=0.139. (5) Drug 1: CC(CN1CC(=O)NC(=O)C1)N2CC(=O)NC(=O)C2. Drug 2: CCC1(C2=C(COC1=O)C(=O)N3CC4=CC5=C(C=CC(=C5CN(C)C)O)N=C4C3=C2)O.Cl. Cell line: OVCAR-5. Synergy scores: CSS=21.7, Synergy_ZIP=-5.72, Synergy_Bliss=-0.590, Synergy_Loewe=-3.79, Synergy_HSA=1.22. (6) Drug 1: CC1=CC2C(CCC3(C2CCC3(C(=O)C)OC(=O)C)C)C4(C1=CC(=O)CC4)C. Drug 2: CC(C)(C#N)C1=CC(=CC(=C1)CN2C=NC=N2)C(C)(C)C#N. Cell line: CCRF-CEM. Synergy scores: CSS=9.73, Synergy_ZIP=0.325, Synergy_Bliss=3.12, Synergy_Loewe=6.60, Synergy_HSA=4.60. (7) Drug 1: CN(C(=O)NC(C=O)C(C(C(CO)O)O)O)N=O. Drug 2: CC(C)NC(=O)C1=CC=C(C=C1)CNNC.Cl. Cell line: SK-MEL-2. Synergy scores: CSS=-8.90, Synergy_ZIP=6.99, Synergy_Bliss=-10.7, Synergy_Loewe=-13.8, Synergy_HSA=-13.6.